This data is from Catalyst prediction with 721,799 reactions and 888 catalyst types from USPTO. The task is: Predict which catalyst facilitates the given reaction. (1) Reactant: Cl.[Br:2][C:3]1[CH:10]=[CH:9][C:6](NC)=[C:5]([F:11])[CH:4]=1.[CH:12]([N:15](CC)C(C)C)(C)C.Cl[C:22]([O:24][CH3:25])=[O:23]. Product: [Br:2][C:3]1[CH:10]=[CH:9][C:6]([CH2:12][NH:15][C:22](=[O:23])[O:24][CH3:25])=[C:5]([F:11])[CH:4]=1. The catalyst class is: 2. (2) Reactant: [CH:1]([C:4]1[N:9]=[C:8]([CH2:10][N:11]2[CH2:15][CH2:14][N:13]([C@@H:16]([C:24]([CH3:27])([CH3:26])[CH3:25])[C:17]([O:19]C(C)(C)C)=[O:18])[C:12]2=[O:28])[CH:7]=[CH:6][CH:5]=1)([CH3:3])[CH3:2].[F:29][C:30]([F:35])([F:34])[C:31]([OH:33])=[O:32]. Product: [CH:1]([C:4]1[N:9]=[C:8]([CH2:10][N:11]2[CH2:15][CH2:14][N:13]([C@@H:16]([C:24]([CH3:25])([CH3:27])[CH3:26])[C:17]([OH:19])=[O:18])[C:12]2=[O:28])[CH:7]=[CH:6][CH:5]=1)([CH3:3])[CH3:2].[F:29][C:30]([F:35])([F:34])[C:31]([OH:33])=[O:32]. The catalyst class is: 4.